Dataset: Reaction yield outcomes from USPTO patents with 853,638 reactions. Task: Predict the reaction yield, written as a fraction of the theoretical maximum amount of product (1.0 means a 100% yield; for example, 0.34 means a 34% yield). (1) The reactants are [NH:1]1[C:9]2[C:4](=[CH:5][CH:6]=[CH:7][CH:8]=2)[C:3]2([CH2:14][CH2:13][CH2:12][CH2:11][CH2:10]2)[C:2]1=[O:15].C([O-])(=O)C.[Na+].[Br:21]Br. The catalyst is C(O)(=O)C. The product is [Br:21][C:6]1[CH:5]=[C:4]2[C:9](=[CH:8][CH:7]=1)[NH:1][C:2](=[O:15])[C:3]12[CH2:14][CH2:13][CH2:12][CH2:11][CH2:10]1. The yield is 0.670. (2) The reactants are [C:1]([N:4]1[C:12]2[C:7](=[CH:8][C:9]([O:13][CH3:14])=[CH:10][CH:11]=2)[CH2:6][CH2:5]1)(=[O:3])[CH3:2].C(OC(=O)C)(=O)C.[N+:22]([O-])([OH:24])=[O:23]. No catalyst specified. The product is [C:1]([N:4]1[C:12]2[C:7](=[CH:8][C:9]([O:13][CH3:14])=[C:10]([N+:22]([O-:24])=[O:23])[CH:11]=2)[CH2:6][CH2:5]1)(=[O:3])[CH3:2]. The yield is 0.650. (3) The reactants are O(CC)[C:2]([S-])=[S:3].[K+].[NH2:8][C:9]1[CH:14]=[C:13]([CH3:15])[CH:12]=[CH:11][C:10]=1[OH:16]. The catalyst is C(O)C. The product is [CH3:15][C:13]1[CH:12]=[CH:11][C:10]2[O:16][C:2]([SH:3])=[N:8][C:9]=2[CH:14]=1. The yield is 0.923. (4) The reactants are [C:1]([O:5][C:6]([N:8]1[CH2:13][CH2:12][CH:11]([O:14][C:15]2[C:20]([C:21]([OH:23])=O)=[CH:19][C:18]([N+:24]([O-:26])=[O:25])=[CH:17][C:16]=2[Cl:27])[CH2:10][CH2:9]1)=[O:7])([CH3:4])([CH3:3])[CH3:2].ClC(OCC(C)C)=O.C([N:38](CC)CC)C.N. The catalyst is ClCCl. The product is [C:1]([O:5][C:6]([N:8]1[CH2:9][CH2:10][CH:11]([O:14][C:15]2[C:20]([C:21](=[O:23])[NH2:38])=[CH:19][C:18]([N+:24]([O-:26])=[O:25])=[CH:17][C:16]=2[Cl:27])[CH2:12][CH2:13]1)=[O:7])([CH3:2])([CH3:3])[CH3:4]. The yield is 0.840. (5) The reactants are S(=O)(=O)(O)O.[N+:6]([O-:9])(O)=[O:7].O.[NH:11]1[C:15](=[O:16])[CH2:14][CH:13]2[CH2:17][C:18]3[C:23]([CH:12]12)=[CH:22][CH:21]=[CH:20][CH:19]=3. The catalyst is [N+](C)([O-])=O. The product is [N+:6]([C:21]1[CH:22]=[C:23]2[C:18]([CH2:17][CH:13]3[CH2:14][C:15](=[O:16])[NH:11][CH:12]32)=[CH:19][CH:20]=1)([O-:9])=[O:7]. The yield is 0.730. (6) The reactants are [NH2:1][C@@H:2]1[C@@H:7]([O:8][CH2:9][C:10]2[CH:15]=[CH:14][CH:13]=[CH:12][CH:11]=2)[C@H:6]([O:16][CH2:17][C:18]2[CH:23]=[CH:22][CH:21]=[CH:20][CH:19]=2)[C@@H:5]([CH2:24][F:25])[CH2:4][C@@H:3]1[OH:26].C(S[N:30]=[C:31]=O)C.CI.[CH2:35]1[CH2:39]OCC1. The catalyst is CC(C)=O.C([O-])(O)=O.[Na+]. The product is [CH2:9]([O:8][C@@H:7]1[C@H:2]2[N:1]=[C:31]([NH:30][CH2:39][CH3:35])[O:26][C@H:3]2[CH2:4][C@H:5]([CH2:24][F:25])[C@H:6]1[O:16][CH2:17][C:18]1[CH:19]=[CH:20][CH:21]=[CH:22][CH:23]=1)[C:10]1[CH:15]=[CH:14][CH:13]=[CH:12][CH:11]=1. The yield is 1.00. (7) The reactants are FC1C=C2C(C(C3C=CC(NCCCN)=NC=3)=CN2)=CC=1.[F:22][C:23]1[CH:31]=[C:30]2[C:26]([C:27]([C:41]3[CH:42]=[CH:43][C:44]([NH:47][CH2:48][CH2:49][NH2:50])=[N:45][CH:46]=3)=[CH:28][N:29]2S(C2C=CC=CC=2)(=O)=O)=[CH:25][CH:24]=1. No catalyst specified. The product is [F:22][C:23]1[CH:31]=[C:30]2[C:26]([C:27]([C:41]3[CH:42]=[CH:43][C:44]([NH:47][CH2:48][CH2:49][NH2:50])=[N:45][CH:46]=3)=[CH:28][NH:29]2)=[CH:25][CH:24]=1. The yield is 0.970. (8) The reactants are [OH:1][CH2:2][C@@H:3]1[CH2:7][N:6]([C:8]([O:10][C:11]([CH3:14])([CH3:13])[CH3:12])=[O:9])[C@H:5]([C:15]([O:17][CH3:18])=[O:16])[CH2:4]1.[F:19][C:20]([F:28])(S(F)(=O)=O)C(O)=O. The catalyst is [Cu]I.C(#N)C. The product is [F:19][CH:20]([F:28])[O:1][CH2:2][C@@H:3]1[CH2:7][N:6]([C:8]([O:10][C:11]([CH3:13])([CH3:14])[CH3:12])=[O:9])[C@H:5]([C:15]([O:17][CH3:18])=[O:16])[CH2:4]1. The yield is 0.610. (9) The reactants are [C:1]([O:5][C:6]([N:8]1[CH2:12][CH2:11][CH2:10][C@H:9]1[C:13]1[NH:17][N:16]=[N:15][N:14]=1)=[O:7])([CH3:4])([CH3:3])[CH3:2].C([O-])([O-])=O.[K+].[K+].[CH2:24](Br)[C:25]1[CH:30]=[CH:29][CH:28]=[CH:27][CH:26]=1. The catalyst is CN(C)C=O.CCOC(C)=O. The product is [C:1]([O:5][C:6]([N:8]1[CH2:12][CH2:11][CH2:10][C@H:9]1[C:13]1[N:17]([CH2:24][C:25]2[CH:30]=[CH:29][CH:28]=[CH:27][CH:26]=2)[N:16]=[N:15][N:14]=1)=[O:7])([CH3:4])([CH3:2])[CH3:3]. The yield is 0.870. (10) The reactants are CC(CC)C(NC(=O)[O-])C=O.[Br:12][C:13]1[NH:17][C:16]([C@@H:18]2[CH2:22][C@H:21]([CH3:23])[CH2:20][N:19]2[C:24]([O:26]C(C)(C)C)=O)=[N:15][CH:14]=1.[CH3:31][O:32][C:33]([NH:35][C@@H:36]([C@@H:40]([CH3:43])[CH2:41][CH3:42])C(O)=O)=[O:34].CN(C(ON1N=NC2C=CC=NC1=2)=[N+](C)C)C.F[P-](F)(F)(F)(F)F.CCN(C(C)C)C(C)C.C([O-])(O)=O.[Na+]. The catalyst is Cl.CCO.CN(C=O)C. The product is [Br:12][C:13]1[NH:17][C:16]([C@@H:18]2[CH2:22][C@H:21]([CH3:23])[CH2:20][N:19]2[C:24](=[O:26])[C@@H:36]([NH:35][C:33](=[O:34])[O:32][CH3:31])[C@@H:40]([CH3:43])[CH2:41][CH3:42])=[N:15][CH:14]=1. The yield is 0.810.